Task: Predict the reaction yield, written as a fraction of the theoretical maximum amount of product (1.0 means a 100% yield; for example, 0.34 means a 34% yield).. Dataset: Reaction yield outcomes from USPTO patents with 853,638 reactions (1) The reactants are [O:1]1[CH:5]=[CH:4][CH:3]=[C:2]1[C:6](Cl)=[O:7].[Cl:9][C:10]1[CH:11]=[C:12]2[C:17](=[CH:18][CH:19]=1)[N:16]([CH2:20][C:21]1[CH:26]=[CH:25][C:24]([F:27])=[CH:23][CH:22]=1)[C:15](=[O:28])[C:14]([C:29]#[N:30])=[C:13]2[N:31]1[CH2:36][CH2:35][NH:34][CH2:33][CH2:32]1. The catalyst is N1C=CC=CC=1. The product is [Cl:9][C:10]1[CH:11]=[C:12]2[C:17](=[CH:18][CH:19]=1)[N:16]([CH2:20][C:21]1[CH:22]=[CH:23][C:24]([F:27])=[CH:25][CH:26]=1)[C:15](=[O:28])[C:14]([C:29]#[N:30])=[C:13]2[N:31]1[CH2:36][CH2:35][N:34]([C:6]([C:2]2[O:1][CH:5]=[CH:4][CH:3]=2)=[O:7])[CH2:33][CH2:32]1. The yield is 0.430. (2) The reactants are [F:1][C:2]([F:23])([F:22])[C:3]1[N:8]2[CH:9]=[N:10][CH:11]=[C:7]2[N:6]=[C:5]([C:12]2[CH:17]=[CH:16][C:15]([C:18]([F:21])([F:20])[F:19])=[CH:14][CH:13]=2)[CH:4]=1.C([O-])(=O)C.[Na+].[I:29]Cl. The catalyst is C(O)(=O)C.O. The product is [I:29][C:11]1[N:10]=[CH:9][N:8]2[C:3]([C:2]([F:1])([F:22])[F:23])=[CH:4][C:5]([C:12]3[CH:13]=[CH:14][C:15]([C:18]([F:21])([F:20])[F:19])=[CH:16][CH:17]=3)=[N:6][C:7]=12. The yield is 1.00. (3) The reactants are [C:1]1([CH2:7][OH:8])[CH:6]=[CH:5][CH:4]=[CH:3][CH:2]=1.[H-].[Na+].Br[C:12]1[CH:17]=[CH:16][C:15]([Br:18])=[CH:14][N:13]=1. The catalyst is CN(C)C=O. The product is [CH2:7]([O:8][C:12]1[CH:17]=[CH:16][C:15]([Br:18])=[CH:14][N:13]=1)[C:1]1[CH:6]=[CH:5][CH:4]=[CH:3][CH:2]=1. The yield is 0.900. (4) The reactants are [Cl:1][C:2]1[CH:3]=[CH:4][C:5]([C:13](=[O:21])[NH:14][C:15]2[CH:20]=[CH:19][CH:18]=[CH:17][CH:16]=2)=[C:6]([CH2:8][CH2:9][C:10]([OH:12])=[O:11])[CH:7]=1.I[C:23]1C=C(Cl)C=C[C:24]=1C(N)=O.C(OC(OCC)C=C)C.C(N(CCCC)CCCC)CCC. The catalyst is [Br-].C([N+](CCCC)(CCCC)CCCC)CCC.CN(C=O)C.C([O-])(=O)C.[Pd+2].C([O-])(=O)C. The product is [CH2:23]([O:11][C:10](=[O:12])[CH2:9][CH2:8][C:6]1[CH:7]=[C:2]([Cl:1])[CH:3]=[CH:4][C:5]=1[C:13](=[O:21])[NH:14][C:15]1[CH:16]=[CH:17][CH:18]=[CH:19][CH:20]=1)[CH3:24]. The yield is 0.320. (5) The reactants are Br[C:2]1[CH:3]=[C:4]2[C:9](=[CH:10][C:11]=1[O:12][CH:13]1[CH2:18][CH2:17][N:16]([C:19]([O:21][C:22]([CH3:25])([CH3:24])[CH3:23])=[O:20])[CH2:15][CH2:14]1)[N:8]=[C:7]([NH:26][C:27]1[CH:32]=[CH:31][CH:30]=[C:29]([O:33][CH3:34])[CH:28]=1)[N:6]=[CH:5]2.[Br-].[S:36]1[CH:40]=[CH:39][N:38]=[C:37]1[Zn+]. The catalyst is C(OC(=O)C)C.C1C=CC(P(C2C=CC=CC=2)[C-]2C=CC=C2)=CC=1.C1C=CC(P(C2C=CC=CC=2)[C-]2C=CC=C2)=CC=1.Cl[Pd]Cl.[Fe+2]. The product is [CH3:34][O:33][C:29]1[CH:28]=[C:27]([NH:26][C:7]2[N:6]=[CH:5][C:4]3[C:9](=[CH:10][C:11]([O:12][CH:13]4[CH2:14][CH2:15][N:16]([C:19]([O:21][C:22]([CH3:24])([CH3:25])[CH3:23])=[O:20])[CH2:17][CH2:18]4)=[C:2]([C:37]4[S:36][CH:40]=[CH:39][N:38]=4)[CH:3]=3)[N:8]=2)[CH:32]=[CH:31][CH:30]=1. The yield is 1.00.